Dataset: Forward reaction prediction with 1.9M reactions from USPTO patents (1976-2016). Task: Predict the product of the given reaction. (1) Given the reactants [CH3:1][NH:2][C:3](=[O:22])[CH2:4][C:5]([C:7]1[CH:12]=[C:11]([C:13]([CH3:16])([CH3:15])[CH3:14])[C:10]([OH:17])=[C:9]([C:18]([CH3:21])([CH3:20])[CH3:19])[CH:8]=1)=O.[CH3:23]OC(OC)N(C)C.S(O)(O)(=O)=O.[CH3:36][N:37]([CH3:41])[C:38]([NH2:40])=[NH:39].CC(C)([O-])C.[K+], predict the reaction product. The product is: [C:18]([C:9]1[CH:8]=[C:7]([C:5]2[C:4]([C:3]([NH:2][CH3:1])=[O:22])=[CH:23][N:40]=[C:38]([N:37]([CH3:41])[CH3:36])[N:39]=2)[CH:12]=[C:11]([C:13]([CH3:15])([CH3:14])[CH3:16])[C:10]=1[OH:17])([CH3:19])([CH3:21])[CH3:20]. (2) Given the reactants [CH3:1][C:2]1[S:3][C:4]2[CH2:10][CH2:9][C:8]3=[C:11]([C:16]([O:18]CC)=[O:17])[S:12][C:13]([S:14][CH3:15])=[C:7]3[C:5]=2[N:6]=1.C(O)C.O1CCCC1.[OH-].[Na+], predict the reaction product. The product is: [CH3:1][C:2]1[S:3][C:4]2[CH2:10][CH2:9][C:8]3=[C:11]([C:16]([OH:18])=[O:17])[S:12][C:13]([S:14][CH3:15])=[C:7]3[C:5]=2[N:6]=1. (3) Given the reactants [F:1][C:2]1[CH:3]=[C:4]2[C:11]([C:12]3[N:13]=[N:14][C:15]4[C:20]([CH3:22])([CH3:21])[C:19](=[O:23])[NH:18][C:16]=4[N:17]=3)=[N:10][NH:9][C:5]2=[N:6][C:7]=1[CH3:8].C(=O)([O-])[O-].[Cs+].[Cs+].Br[CH2:31][C:32]1[CH:37]=[CH:36][C:35]([F:38])=[CH:34][C:33]=1[F:39], predict the reaction product. The product is: [F:39][C:33]1[CH:34]=[C:35]([F:38])[CH:36]=[CH:37][C:32]=1[CH2:31][N:9]1[C:5]2=[N:6][C:7]([CH3:8])=[C:2]([F:1])[CH:3]=[C:4]2[C:11]([C:12]2[N:13]=[N:14][C:15]3[C:20]([CH3:21])([CH3:22])[C:19](=[O:23])[NH:18][C:16]=3[N:17]=2)=[N:10]1. (4) Given the reactants [CH3:1][N:2]1[C:7](=[O:8])[C:6]2[C:9]([S:23][C:24]3[CH:29]=[CH:28][C:27]([N+:30]([O-])=O)=[CH:26][CH:25]=3)=[C:10]([CH2:12][C:13]3[C:22]4[C:17](=[CH:18][CH:19]=[CH:20][CH:21]=4)[CH:16]=[CH:15][CH:14]=3)[S:11][C:5]=2[N:4]([CH2:33][CH:34]([CH3:36])[CH3:35])[C:3]1=[O:37].[Cl-].[NH4+].[OH-].[Na+], predict the reaction product. The product is: [NH2:30][C:27]1[CH:28]=[CH:29][C:24]([S:23][C:9]2[C:6]3[C:7](=[O:8])[N:2]([CH3:1])[C:3](=[O:37])[N:4]([CH2:33][CH:34]([CH3:36])[CH3:35])[C:5]=3[S:11][C:10]=2[CH2:12][C:13]2[C:22]3[C:17](=[CH:18][CH:19]=[CH:20][CH:21]=3)[CH:16]=[CH:15][CH:14]=2)=[CH:25][CH:26]=1.